This data is from Catalyst prediction with 721,799 reactions and 888 catalyst types from USPTO. The task is: Predict which catalyst facilitates the given reaction. (1) Reactant: Br[C:2]1[CH:7]=[CH:6][CH:5]=[C:4]([Br:8])[N:3]=1.C([Mg]Br)(C)C.[C:14]([C:16]1[CH:23]=[CH:22][C:19]([CH:20]=[O:21])=[CH:18][CH:17]=1)#[N:15]. Product: [Br:8][C:4]1[N:3]=[C:2]([CH:20]([OH:21])[C:19]2[CH:22]=[CH:23][C:16]([C:14]#[N:15])=[CH:17][CH:18]=2)[CH:7]=[CH:6][CH:5]=1. The catalyst class is: 7. (2) Reactant: [NH2:1][CH:2]([C:6]1[N:7]([CH2:16][C:17]2[CH:22]=[CH:21][CH:20]=[CH:19][CH:18]=2)[C:8](=[O:15])[C:9]2[CH:14]=[CH:13][S:12][C:10]=2[N:11]=1)[CH:3]([CH3:5])[CH3:4].[Si:23]([O:40][CH2:41][CH:42]([F:45])[CH:43]=O)([C:36]([CH3:39])([CH3:38])[CH3:37])([C:30]1[CH:35]=[CH:34][CH:33]=[CH:32][CH:31]=1)[C:24]1[CH:29]=[CH:28][CH:27]=[CH:26][CH:25]=1.C(O)(=O)C.C(O[BH-](OC(=O)C)OC(=O)C)(=O)C.[Na+]. Product: [CH2:16]([N:7]1[C:8](=[O:15])[C:9]2[CH:14]=[CH:13][S:12][C:10]=2[N:11]=[C:6]1[CH:2]([NH:1][CH2:43][CH:42]([F:45])[CH2:41][O:40][Si:23]([C:36]([CH3:39])([CH3:38])[CH3:37])([C:30]1[CH:31]=[CH:32][CH:33]=[CH:34][CH:35]=1)[C:24]1[CH:29]=[CH:28][CH:27]=[CH:26][CH:25]=1)[CH:3]([CH3:5])[CH3:4])[C:17]1[CH:22]=[CH:21][CH:20]=[CH:19][CH:18]=1. The catalyst class is: 839. (3) Reactant: [NH2:1][C:2]1[CH:7]=[CH:6][C:5]([OH:8])=[CH:4][CH:3]=1.CC(C)([O-])C.[K+].Cl[C:16]1[CH:21]=[CH:20][N:19]=[C:18]([C:22]([F:25])([F:24])[F:23])[N:17]=1.O. Product: [F:23][C:22]([F:25])([F:24])[C:18]1[N:19]=[C:20]([O:8][C:5]2[CH:6]=[CH:7][C:2]([NH2:1])=[CH:3][CH:4]=2)[CH:21]=[CH:16][N:17]=1. The catalyst class is: 3. (4) Reactant: C([N:8]1[CH2:16][CH:15]2[CH:10]([CH2:11][CH2:12][CH2:13][CH2:14]2)[CH:9]1[C:17]([OH:19])=[O:18])(OC(C)(C)C)=O. Product: [CH:9]1([C:17]([OH:19])=[O:18])[CH:10]2[CH:15]([CH2:14][CH2:13][CH2:12][CH2:11]2)[CH2:16][NH:8]1. The catalyst class is: 89.